From a dataset of NCI-60 drug combinations with 297,098 pairs across 59 cell lines. Regression. Given two drug SMILES strings and cell line genomic features, predict the synergy score measuring deviation from expected non-interaction effect. Drug 1: C1=CC(=CC=C1CC(C(=O)O)N)N(CCCl)CCCl.Cl. Drug 2: CCC1(CC2CC(C3=C(CCN(C2)C1)C4=CC=CC=C4N3)(C5=C(C=C6C(=C5)C78CCN9C7C(C=CC9)(C(C(C8N6C=O)(C(=O)OC)O)OC(=O)C)CC)OC)C(=O)OC)O.OS(=O)(=O)O. Cell line: NCI-H522. Synergy scores: CSS=20.9, Synergy_ZIP=-5.66, Synergy_Bliss=-5.74, Synergy_Loewe=-28.2, Synergy_HSA=-5.25.